Predict the reactants needed to synthesize the given product. From a dataset of Full USPTO retrosynthesis dataset with 1.9M reactions from patents (1976-2016). (1) Given the product [NH2:17][C:3]1[C:2]([Cl:1])=[CH:7][C:6]([C:8]([N:10]2[CH2:15][CH2:14][O:13][CH2:12][CH2:11]2)=[O:9])=[C:5]([CH3:16])[CH:4]=1, predict the reactants needed to synthesize it. The reactants are: [Cl:1][C:2]1[C:3]([N+:17]([O-])=O)=[CH:4][C:5]([CH3:16])=[C:6]([C:8]([N:10]2[CH2:15][CH2:14][O:13][CH2:12][CH2:11]2)=[O:9])[CH:7]=1.O.O.Cl[Sn]Cl.[OH-].[Na+].C(Cl)Cl. (2) Given the product [F:26][C:23]([F:24])([F:25])[O:22][C:20]1[CH:19]=[CH:18][C:16]2[NH:17][C:31]3[CH2:32][O:27][CH2:28][C:29](=[O:34])[C:30]=3[S:14][C:15]=2[CH:21]=1, predict the reactants needed to synthesize it. The reactants are: [NH2:17][C:16]1[CH:18]=[CH:19][C:20]([O:22][C:23]([F:24])([F:25])[F:26])=[CH:21][C:15]=1[S:14][S:14][C:15]1[CH:21]=[C:20]([O:22][C:23]([F:26])([F:25])[F:24])[CH:19]=[CH:18][C:16]=1[NH2:17].[O:27]1[CH2:32][C:31](=O)[CH2:30][C:29](=[O:34])[CH2:28]1. (3) Given the product [N:1]1[CH:6]=[CH:5][CH:4]=[CH:3][C:2]=1[N:7]1[CH2:8][CH2:9][N:10]([CH:14]([C:16]2[CH:21]=[CH:20][C:19]([C:22]([NH:25][C:26](=[O:28])[CH3:27])([CH3:24])[CH3:23])=[CH:18][CH:17]=2)[CH3:15])[CH2:11][CH2:12]1, predict the reactants needed to synthesize it. The reactants are: [N:1]1[CH:6]=[CH:5][CH:4]=[CH:3][C:2]=1[N:7]1[CH2:12][CH2:11][NH:10][CH2:9][CH2:8]1.Cl[CH:14]([C:16]1[CH:21]=[CH:20][C:19]([C:22]([NH:25][C:26](=[O:28])[CH3:27])([CH3:24])[CH3:23])=[CH:18][CH:17]=1)[CH3:15]. (4) Given the product [Cl:6][C:7]1[CH:8]=[C:9]([NH:10][C:11]2[C:16]([C:17]#[C:18][C:19]3[CH:20]=[CH:21][CH:22]=[C:23]([CH2:25][O:26][CH3:39])[N:24]=3)=[CH:15][N:14]=[CH:13][N:12]=2)[CH:27]=[CH:28][C:29]=1[O:30][CH2:31][C:32]1[CH:37]=[CH:36][CH:35]=[C:34]([F:38])[CH:33]=1, predict the reactants needed to synthesize it. The reactants are: CS(Cl)(=O)=O.[Cl:6][C:7]1[CH:8]=[C:9]([CH:27]=[CH:28][C:29]=1[O:30][CH2:31][C:32]1[CH:37]=[CH:36][CH:35]=[C:34]([F:38])[CH:33]=1)[NH:10][C:11]1[C:16]([C:17]#[C:18][C:19]2[N:24]=[C:23]([CH2:25][OH:26])[CH:22]=[CH:21][CH:20]=2)=[CH:15][N:14]=[CH:13][N:12]=1.[CH3:39][O-].[Na+].O.